This data is from Forward reaction prediction with 1.9M reactions from USPTO patents (1976-2016). The task is: Predict the product of the given reaction. (1) Given the reactants [CH2:1]([O:3][C:4](=[O:26])[CH2:5][CH2:6][N:7]([CH2:15][C:16]([O:18]CC1C=CC=CC=1)=[O:17])[C:8]([O:10][C:11]([CH3:14])([CH3:13])[CH3:12])=[O:9])[CH3:2], predict the reaction product. The product is: [CH2:1]([O:3][C:4](=[O:26])[CH2:5][CH2:6][N:7]([C:8]([O:10][C:11]([CH3:14])([CH3:13])[CH3:12])=[O:9])[CH2:15][C:16]([OH:18])=[O:17])[CH3:2]. (2) Given the reactants [CH3:1][C:2]([CH3:24])([CH3:23])[CH2:3][N:4]1[CH2:9][C:8]([CH3:11])([CH3:10])[N:7]2[CH:12]=[N:13][C:14]([NH:15][C:16](=[O:22])[CH:17]([NH2:21])[CH2:18][CH2:19][CH3:20])=[C:6]2[CH2:5]1.[F:25][C:26]1[CH:27]=[C:28]([CH2:33][C:34](O)=[O:35])[CH:29]=[C:30]([F:32])[CH:31]=1, predict the reaction product. The product is: [CH3:24][C:2]([CH3:23])([CH3:1])[CH2:3][N:4]1[CH2:9][C:8]([CH3:10])([CH3:11])[N:7]2[CH:12]=[N:13][C:14]([NH:15][C:16](=[O:22])[CH:17]([NH:21][C:34](=[O:35])[CH2:33][C:28]3[CH:27]=[C:26]([F:25])[CH:31]=[C:30]([F:32])[CH:29]=3)[CH2:18][CH2:19][CH3:20])=[C:6]2[CH2:5]1. (3) Given the reactants [Cl:1][C:2]1[C:3]([N:8]2[C:12]([C:13]([OH:15])=O)=[CH:11][C:10]([C:16]([F:19])([F:18])[F:17])=[N:9]2)=[N:4][CH:5]=[CH:6][CH:7]=1.C(Cl)(=O)C(Cl)=O.[Cl:26][C:27]1[N:38]=[C:37]([Cl:39])[C:30]2[NH:31]C(=O)O[C:34](=[O:35])[C:29]=2[CH:28]=1.N1C=CC=CC=1.[CH:46]([NH2:49])([CH3:48])[CH3:47], predict the reaction product. The product is: [Cl:39][C:37]1[C:30]([NH:31][C:13]([C:12]2[N:8]([C:3]3[C:2]([Cl:1])=[CH:7][CH:6]=[CH:5][N:4]=3)[N:9]=[C:10]([C:16]([F:19])([F:18])[F:17])[CH:11]=2)=[O:15])=[C:29]([C:34]([NH:49][CH:46]([CH3:48])[CH3:47])=[O:35])[CH:28]=[C:27]([Cl:26])[N:38]=1. (4) The product is: [C:23]([NH:22][C:11]1[S:12][C@H:13]([CH3:21])[C@@H:14]2[CH2:15][C@H:16]([C:19]([OH:38])=[O:20])[O:17][CH2:18][C@:9]2([C:3]2[CH:4]=[CH:5][C:6]([F:8])=[CH:7][C:2]=2[F:1])[N:10]=1)(=[O:30])[C:24]1[CH:25]=[CH:26][CH:27]=[CH:28][CH:29]=1. Given the reactants [F:1][C:2]1[CH:7]=[C:6]([F:8])[CH:5]=[CH:4][C:3]=1[C@:9]12[CH2:18][O:17][C@@H:16]([CH2:19][OH:20])[CH2:15][C@H:14]1[C@@H:13]([CH3:21])[S:12][C:11]([NH:22][C:23](=[O:30])[C:24]1[CH:29]=[CH:28][CH:27]=[CH:26][CH:25]=1)=[N:10]2.C(NC1SC[C@@H]2C[C@H](C(O)=O)OC[C@]2(C2C=CC(F)=CC=2F)N=1)(=[O:38])C1C=CC=CC=1, predict the reaction product. (5) Given the reactants C(NC1N=C(S(C)=O)C(C(N)=O)=CN=1)(C)(C)C.Cl.N[C@H]1C[C@@H](O)C(C)(C)CC1.Cl.N[C@@H]1C[C@H](O)C(C)(C)CC1.CCN(C(C)C)C(C)C.C(O)(C(F)(F)F)=O.C(=O)(O)[O-].[C:60]([NH:64][C:65]1[N:70]=[C:69]([NH:71][C@@H:72]2[CH2:77][CH2:76][C:75]([CH3:79])([CH3:78])[C@H:74]([OH:80])[CH2:73]2)[C:68]([C:81]([NH2:83])=[O:82])=[CH:67][N:66]=1)([CH3:63])([CH3:62])[CH3:61], predict the reaction product. The product is: [C:60]([NH:64][C:65]1[N:70]=[C:69]([NH:71][C@H:72]2[CH2:77][CH2:76][C:75]([CH3:78])([CH3:79])[C@@H:74]([OH:80])[CH2:73]2)[C:68]([C:81]([NH2:83])=[O:82])=[CH:67][N:66]=1)([CH3:61])([CH3:62])[CH3:63].